This data is from Full USPTO retrosynthesis dataset with 1.9M reactions from patents (1976-2016). The task is: Predict the reactants needed to synthesize the given product. (1) Given the product [CH:19]1([N:22]2[C:13](=[O:12])[CH2:14][CH2:15][C@H:16]2[C:11]([NH:10][CH2:9][C:3]2[CH:4]=[CH:5][C:6]([Cl:8])=[CH:7][C:2]=2[Cl:1])=[O:24])[CH2:21][CH2:20]1, predict the reactants needed to synthesize it. The reactants are: [Cl:1][C:2]1[CH:7]=[C:6]([Cl:8])[CH:5]=[CH:4][C:3]=1[CH2:9][N+:10]#[C-:11].[O:12]=[CH:13][CH2:14][CH2:15][C:16](O)=O.[CH:19]1([NH2:22])[CH2:21][CH2:20]1.C[OH:24]. (2) Given the product [F:1][C:2]([C:5]1[N:6]=[CH:7][C:8]([C:11]([OH:13])=[O:12])=[N:9][CH:10]=1)([F:4])[CH3:3], predict the reactants needed to synthesize it. The reactants are: [F:1][C:2]([C:5]1[N:6]=[CH:7][C:8]([C:11]([O:13]C)=[O:12])=[N:9][CH:10]=1)([F:4])[CH3:3].O.O.[OH-].[Li+]. (3) Given the product [C:16]([O:15][C:13]([C:12]12[CH:7]([C:1]3[CH:6]=[CH:5][CH:4]=[CH:3][CH:2]=3)[CH:8]1[CH2:9][O:10][C:11]2=[O:22])=[O:14])([CH3:19])([CH3:18])[CH3:17], predict the reactants needed to synthesize it. The reactants are: [C:1]1(/[CH:7]=[CH:8]\[CH2:9][O:10][C:11](=[O:22])[C:12](=[N+]=[N-])[C:13]([O:15][C:16]([CH3:19])([CH3:18])[CH3:17])=[O:14])[CH:6]=[CH:5][CH:4]=[CH:3][CH:2]=1.P(OCC)(OCC)OCC. (4) Given the product [CH3:9][C:10]1[C:15](=[O:16])[CH2:14][CH:13]([C:17]([CH3:19])=[CH2:18])[CH2:12][CH:11]=1, predict the reactants needed to synthesize it. The reactants are: NC1C=CC=CC=1O.[CH3:9][C:10]1[C@@H:15]([OH:16])[CH2:14][CH:13]([C:17]([CH3:19])=[CH2:18])[CH2:12][CH:11]=1. (5) Given the product [Cl:1][C:2]1[CH:7]=[CH:6][CH:5]=[C:4]([Cl:8])[C:3]=1[N:9]1[C:13]([CH2:14][O:15][C:16]2[CH:21]=[CH:20][C:19]([CH:22]=[O:36])=[C:18]([CH3:27])[CH:17]=2)=[C:12]([CH:28]([CH3:30])[CH3:29])[CH:11]=[N:10]1, predict the reactants needed to synthesize it. The reactants are: [Cl:1][C:2]1[CH:7]=[CH:6][CH:5]=[C:4]([Cl:8])[C:3]=1[N:9]1[C:13]([CH2:14][O:15][C:16]2[CH:21]=[CH:20][C:19]([C:22](C)=COC)=[C:18]([CH3:27])[CH:17]=2)=[C:12]([CH:28]([CH3:30])[CH3:29])[CH:11]=[N:10]1.BrC1C=CC([O:36]CC2N(C3C(Cl)=CC=CC=3Cl)N=CC=2C(C)C)=CC=1C. (6) Given the product [N:24]1[CH:29]=[C:28]([CH2:30][NH:31][C:18]([C:12]2[CH:11]=[C:10]3[C:15]([CH:16]=[CH:17][N:8]([CH2:7][C:6]4[CH:5]=[CH:4][C:3]([C:1]#[N:2])=[CH:23][CH:22]=4)[C:9]3=[O:21])=[CH:14][CH:13]=2)=[O:19])[CH:27]=[N:26][CH:25]=1, predict the reactants needed to synthesize it. The reactants are: [C:1]([C:3]1[CH:23]=[CH:22][C:6]([CH2:7][N:8]2[CH:17]=[CH:16][C:15]3[C:10](=[CH:11][C:12]([C:18](O)=[O:19])=[CH:13][CH:14]=3)[C:9]2=[O:21])=[CH:5][CH:4]=1)#[N:2].[N:24]1[CH:29]=[C:28]([CH2:30][NH2:31])[CH:27]=[N:26][CH:25]=1. (7) Given the product [CH2:20]([C:19]1[N:23]=[CH:4][C:5]2[CH2:6][C:7](=[O:17])[NH:8][C:9]3[CH:16]=[CH:15][CH:14]=[CH:13][C:10]=3[C:11]=2[N:24]=1)[CH2:21][CH3:22], predict the reactants needed to synthesize it. The reactants are: CN([CH:4]=[C:5]1[C:11](=O)[C:10]2[CH:13]=[CH:14][CH:15]=[CH:16][C:9]=2[NH:8][C:7](=[O:17])[CH2:6]1)C.Cl.[C:19]([NH2:24])(=[NH:23])[CH2:20][CH2:21][CH3:22].